This data is from Forward reaction prediction with 1.9M reactions from USPTO patents (1976-2016). The task is: Predict the product of the given reaction. (1) Given the reactants [C:1]([NH:5][S:6]([C:9]1[CH:10]=[N:11][CH:12]=[C:13]([C:15]2[C:24]3[C:19](=[C:20]([C:25]4[CH:30]=[CH:29][CH:28]=[CH:27][CH:26]=4)[CH:21]=[CH:22][CH:23]=3)[C:18](Cl)=[N:17][N:16]=2)[CH:14]=1)(=[O:8])=[O:7])([CH3:4])([CH3:3])[CH3:2].[N:32]1[CH:37]=[CH:36][CH:35]=[CH:34][C:33]=1[CH2:38][NH2:39], predict the reaction product. The product is: [C:1]([NH:5][S:6]([C:9]1[CH:10]=[N:11][CH:12]=[C:13]([C:15]2[C:24]3[C:19](=[C:20]([C:25]4[CH:30]=[CH:29][CH:28]=[CH:27][CH:26]=4)[CH:21]=[CH:22][CH:23]=3)[C:18]([NH:39][CH2:38][C:33]3[CH:34]=[CH:35][CH:36]=[CH:37][N:32]=3)=[N:17][N:16]=2)[CH:14]=1)(=[O:8])=[O:7])([CH3:4])([CH3:3])[CH3:2]. (2) Given the reactants [CH2:1]([NH:8][CH2:9][C:10]1[CH:15]=[CH:14][CH:13]=[CH:12][CH:11]=1)[C:2]1[CH:7]=[CH:6][CH:5]=[CH:4][CH:3]=1.C1(N(CCCC)C2CCCCC2)CCCCC1.C(=O)CCCCCCC.C1(N([CH:55]([CH2:61][CH2:62][CH2:63][CH2:64][CH2:65][CH2:66]CCCC)[CH:56]([O:59][CH3:60])[O:57][CH3:58])C2CCCCC2)CCCCC1, predict the reaction product. The product is: [CH2:9]([N:8]([CH2:1][C:2]1[CH:7]=[CH:6][CH:5]=[CH:4][CH:3]=1)[CH:55]([CH2:61][CH2:62][CH2:63][CH2:64][CH2:65][CH3:66])[CH:56]([O:57][CH3:58])[O:59][CH3:60])[C:10]1[CH:15]=[CH:14][CH:13]=[CH:12][CH:11]=1. (3) The product is: [C:1]1([C:7]2[N:8]=[CH:9][N:10]([CH2:21][O:20][CH2:19][CH2:18][Si:15]([CH3:17])([CH3:16])[CH3:14])[CH:11]=2)[CH:2]=[CH:3][CH:4]=[CH:5][CH:6]=1. Given the reactants [C:1]1([C:7]2[N:8]=[CH:9][NH:10][CH:11]=2)[CH:6]=[CH:5][CH:4]=[CH:3][CH:2]=1.[H-].[Na+].[CH3:14][Si:15]([CH2:18][CH2:19][O:20][CH2:21]Cl)([CH3:17])[CH3:16], predict the reaction product. (4) Given the reactants [NH2:1][C:2]1[CH:12]=[CH:11][C:5]([C:6]([O:8][CH2:9][CH3:10])=[O:7])=[CH:4][CH:3]=1.[C:13]([C:17]1[CH:18]=[C:19]([CH:23]=[C:24]([C:27]([CH3:30])([CH3:29])[CH3:28])[C:25]=1[OH:26])[C:20](O)=[O:21])([CH3:16])([CH3:15])[CH3:14].CN(C(ON1N=NC2C=CC=CC1=2)=[N+](C)C)C.[B-](F)(F)(F)F.CCN(C(C)C)C(C)C.C(=O)([O-])[O-].[Na+].[Na+], predict the reaction product. The product is: [C:27]([C:24]1[CH:23]=[C:19]([CH:18]=[C:17]([C:13]([CH3:16])([CH3:15])[CH3:14])[C:25]=1[OH:26])[C:20]([NH:1][C:2]1[CH:3]=[CH:4][C:5]([C:6]([O:8][CH2:9][CH3:10])=[O:7])=[CH:11][CH:12]=1)=[O:21])([CH3:30])([CH3:29])[CH3:28]. (5) Given the reactants [Br:1][C:2]1[CH:7]=[CH:6][C:5](Br)=[CH:4][N:3]=1.[CH2:9]([Li])[CH2:10][CH2:11][CH3:12].[CH:14]1([Si:20](C)([CH3:22])Cl)CCCCC1.O.[CH2:25](OCC)[CH3:26], predict the reaction product. The product is: [Br:1][C:2]1[C:7]([SiH:20]([CH3:22])[CH3:14])=[CH:6][C:5]([CH:9]2[CH2:26][CH2:25][CH2:12][CH2:11][CH2:10]2)=[CH:4][N:3]=1. (6) Given the reactants C(O)C.[O:4]=[C:5]1[O:10][CH2:9][C@H:8]2[C@:6]1([C:11]([O:13][CH2:14][CH3:15])=[O:12])[CH2:7]2.[BH4-].[Na+].Cl, predict the reaction product. The product is: [OH:4][CH2:5][C@@:6]1([C:11]([O:13][CH2:14][CH3:15])=[O:12])[CH2:7][C@H:8]1[CH2:9][OH:10]. (7) The product is: [Cl:1][C:2]1[N:3]=[C:4]([N:13]2[CH2:18][CH2:17][O:16][CH2:15][CH2:14]2)[C:5]2[O:9][CH2:10][CH2:11][O:12][C:6]=2[N:7]=1. Given the reactants [Cl:1][C:2]1[N:7]=[C:6](Cl)[C:5]([O:9][CH2:10][CH2:11][OH:12])=[C:4]([N:13]2[CH2:18][CH2:17][O:16][CH2:15][CH2:14]2)[N:3]=1.[H-].[Na+], predict the reaction product. (8) The product is: [F:40][C:39]1[C:10]([S:7]([NH:6][C:41]2[S:45][N:44]=[CH:43][N:42]=2)(=[O:9])=[O:8])=[CH:11][C:12]2[O:16][C:15](=[O:17])[N:14]([C@@H:18]([C:20]3[CH:25]=[CH:24][CH:23]=[CH:22][C:21]=3[C:26]3([F:37])[CH2:27][NH:28][CH2:29]3)[CH3:19])[C:13]=2[CH:38]=1. Given the reactants COC1C=C(OC)C=CC=1C[N:6]([C:41]1[S:45][N:44]=[CH:43][N:42]=1)[S:7]([C:10]1[C:39]([F:40])=[CH:38][C:13]2[N:14]([C@@H:18]([C:20]3[CH:25]=[CH:24][CH:23]=[CH:22][C:21]=3[C:26]3([F:37])[CH2:29][N:28](C(OC(C)(C)C)=O)[CH2:27]3)[CH3:19])[C:15](=[O:17])[O:16][C:12]=2[CH:11]=1)(=[O:9])=[O:8].C(Cl)Cl.C(O)(C(F)(F)F)=O, predict the reaction product.